This data is from Catalyst prediction with 721,799 reactions and 888 catalyst types from USPTO. The task is: Predict which catalyst facilitates the given reaction. Reactant: [Cl:1][CH2:2][C:3](=[O:13])[C@H:4]([O:6][C:7](=[O:12])[C:8]([CH3:11])([CH3:10])[CH3:9])[CH3:5].[F:14][C:15]1[CH:20]=[C:19]([F:21])[CH:18]=[CH:17][C:16]=1[Mg]Br.[Cl-].[NH4+].O. Product: [Cl:1][CH2:2][C:3]([C:18]1[CH:17]=[CH:16][C:15]([F:14])=[CH:20][C:19]=1[F:21])([OH:13])[CH:4]([O:6][C:7](=[O:12])[C:8]([CH3:9])([CH3:11])[CH3:10])[CH3:5]. The catalyst class is: 11.